From a dataset of Reaction yield outcomes from USPTO patents with 853,638 reactions. Predict the reaction yield, written as a fraction of the theoretical maximum amount of product (1.0 means a 100% yield; for example, 0.34 means a 34% yield). (1) The reactants are [NH2:1][C:2]1[CH:7]=[CH:6][C:5]([C:8]([N:10]2[CH2:15][CH2:14][N:13]([CH2:16][CH3:17])[CH2:12][CH2:11]2)=O)=[C:4]([C:18]([F:21])([F:20])[F:19])[CH:3]=1. The catalyst is C1COCC1. The product is [CH2:16]([N:13]1[CH2:14][CH2:15][N:10]([CH2:8][C:5]2[CH:6]=[CH:7][C:2]([NH2:1])=[CH:3][C:4]=2[C:18]([F:21])([F:19])[F:20])[CH2:11][CH2:12]1)[CH3:17]. The yield is 0.694. (2) The reactants are [C:1]([Si:5]([CH3:20])([CH3:19])[O:6][C@@H:7]1[CH2:14][N:13]([CH2:15][CH2:16][CH2:17][NH2:18])[CH2:12][CH2:11][C:8]21[CH2:10][CH2:9]2)([CH3:4])([CH3:3])[CH3:2].[CH3:21][O:22][CH:23]([O:26][CH3:27])[CH:24]=O.[BH4-].[Na+]. The catalyst is CO. The product is [C:1]([Si:5]([CH3:20])([CH3:19])[O:6][C@@H:7]1[CH2:14][N:13]([CH2:15][CH2:16][CH2:17][NH:18][CH2:24][CH:23]([O:26][CH3:27])[O:22][CH3:21])[CH2:12][CH2:11][C:8]21[CH2:10][CH2:9]2)([CH3:4])([CH3:3])[CH3:2]. The yield is 0.690. (3) The reactants are [F:1][C:2]1[CH:7]=[CH:6][CH:5]=[C:4]([F:8])[C:3]=1[C:9]1[O:10][C:11]([C:17]2[CH:22]=[CH:21][CH:20]=[C:19]([CH:23]=O)[CH:18]=2)=[C:12]([C:14]([NH2:16])=[O:15])[N:13]=1.[NH:25]1[CH2:30][CH2:29][O:28][CH2:27][CH2:26]1.C(O[BH-](OC(=O)C)OC(=O)C)(=O)C.[Na+].C(O)(=O)C. The catalyst is ClCCCl. The product is [F:1][C:2]1[CH:7]=[CH:6][CH:5]=[C:4]([F:8])[C:3]=1[C:9]1[O:10][C:11]([C:17]2[CH:22]=[CH:21][CH:20]=[C:19]([CH2:23][N:25]3[CH2:30][CH2:29][O:28][CH2:27][CH2:26]3)[CH:18]=2)=[C:12]([C:14]([NH2:16])=[O:15])[N:13]=1. The yield is 0.370. (4) The reactants are [CH:1]1([C:4]2[C:9]([C:10]([O:12]CC)=[O:11])=[CH:8][N:7]=[C:6]([S:15][CH3:16])[N:5]=2)[CH2:3][CH2:2]1.[OH-].[Na+]. The catalyst is CO. The product is [CH:1]1([C:4]2[C:9]([C:10]([OH:12])=[O:11])=[CH:8][N:7]=[C:6]([S:15][CH3:16])[N:5]=2)[CH2:2][CH2:3]1. The yield is 0.870. (5) The reactants are CC1(C)OB([C:7]2[CH:8]=[N:9][N:10](C(OC(C)(C)C)=O)[CH:11]=2)OC1(C)C.Br[C:23]1[C:24]([O:38][CH:39]2[CH2:42][CH2:41][CH2:40]2)=[C:25]2[C:30](=[CH:31][CH:32]=1)[N:29]([C:33]([O:35][CH3:36])=[O:34])[C@@H:28]([CH3:37])[CH2:27][CH2:26]2.C(=O)([O-])[O-].[Na+].[Na+].O1CCOCC1. The catalyst is C1C=CC(P(C2C=CC=CC=2)[C-]2C=CC=C2)=CC=1.C1C=CC(P(C2C=CC=CC=2)[C-]2C=CC=C2)=CC=1.Cl[Pd]Cl.[Fe+2].ClCCl.O. The product is [CH:39]1([O:38][C:24]2[C:23]([C:7]3[CH:11]=[N:10][NH:9][CH:8]=3)=[CH:32][CH:31]=[C:30]3[C:25]=2[CH2:26][CH2:27][C@H:28]([CH3:37])[N:29]3[C:33]([O:35][CH3:36])=[O:34])[CH2:40][CH2:41][CH2:42]1. The yield is 0.520. (6) The reactants are [CH3:1][C:2]1[CH:7]=[CH:6][C:5]([N+:8]([O-])=O)=[CH:4][C:3]=1[C:11]1[CH:12]=[N:13][CH:14]=[N:15][CH:16]=1. The yield is 0.997. The product is [NH2:8][C:5]1[CH:6]=[CH:7][C:2]([CH3:1])=[C:3]([C:11]2[CH:16]=[N:15][CH:14]=[N:13][CH:12]=2)[CH:4]=1. The catalyst is O1CCCC1.CO.[Pd]. (7) The reactants are [CH3:1][C:2]1[C:3](OS(C(F)(F)F)(=O)=O)=[C:4]([CH:9]=[C:10]([N+:12]([O-:14])=[O:13])[CH:11]=1)[C:5]([O:7][CH3:8])=[O:6].[CH2:23]([O:30][C:31]1[CH:36]=[C:35]([F:37])[CH:34]=[CH:33][C:32]=1B(O)O)[C:24]1[CH:29]=[CH:28][CH:27]=[CH:26][CH:25]=1.P([O-])([O-])([O-])=O.[K+].[K+].[K+].C(OCC)(=O)C. The catalyst is O1CCOCC1.C1C=CC([P]([Pd]([P](C2C=CC=CC=2)(C2C=CC=CC=2)C2C=CC=CC=2)([P](C2C=CC=CC=2)(C2C=CC=CC=2)C2C=CC=CC=2)[P](C2C=CC=CC=2)(C2C=CC=CC=2)C2C=CC=CC=2)(C2C=CC=CC=2)C2C=CC=CC=2)=CC=1. The product is [CH2:23]([O:30][C:31]1[CH:36]=[C:35]([F:37])[CH:34]=[CH:33][C:32]=1[C:3]1[C:2]([CH3:1])=[CH:11][C:10]([N+:12]([O-:14])=[O:13])=[CH:9][C:4]=1[C:5]([O:7][CH3:8])=[O:6])[C:24]1[CH:25]=[CH:26][CH:27]=[CH:28][CH:29]=1. The yield is 0.700. (8) The reactants are [CH:1]1([CH2:4][O:5][C:6]2[N:11]=[C:10]([C:12]([OH:14])=O)[CH:9]=[N:8][C:7]=2[N:15]2[CH2:20][CH2:19][CH2:18][CH2:17][CH2:16]2)[CH2:3][CH2:2]1.CN(C(ON1N=NC2C=CC=CC1=2)=[N+](C)C)C.[B-](F)(F)(F)F.CCN(C(C)C)C(C)C.[NH2:52][C@@H:53]([CH2:56][CH:57]([CH3:59])[CH3:58])[CH2:54][OH:55]. The catalyst is CN(C=O)C. The product is [OH:55][CH2:54][C@@H:53]([NH:52][C:12]([C:10]1[CH:9]=[N:8][C:7]([N:15]2[CH2:20][CH2:19][CH2:18][CH2:17][CH2:16]2)=[C:6]([O:5][CH2:4][CH:1]2[CH2:2][CH2:3]2)[N:11]=1)=[O:14])[CH2:56][CH:57]([CH3:59])[CH3:58]. The yield is 0.700. (9) The reactants are [Cl:1][C:2]1[CH:3]=[CH:4][C:5]([O:24][CH3:25])=[C:6]([CH:8]2[CH2:13][CH2:12][N:11](C(OCC3C=CC=CC=3)=O)[CH2:10][CH2:9]2)[CH:7]=1. The yield is 0.890. The catalyst is Cl. The product is [Cl:1][C:2]1[CH:3]=[CH:4][C:5]([O:24][CH3:25])=[C:6]([CH:8]2[CH2:13][CH2:12][NH:11][CH2:10][CH2:9]2)[CH:7]=1. (10) The reactants are [CH3:1][N:2]1[CH:6]=[C:5]([CH:7]=[O:8])[C:4]([CH:9]([F:11])[F:10])=[N:3]1.S(Cl)([Cl:15])(=O)=O. The catalyst is ClC1C=CC=CC=1. The product is [CH3:1][N:2]1[CH:6]=[C:5]([C:7]([Cl:15])=[O:8])[C:4]([CH:9]([F:10])[F:11])=[N:3]1. The yield is 0.950.